From a dataset of Full USPTO retrosynthesis dataset with 1.9M reactions from patents (1976-2016). Predict the reactants needed to synthesize the given product. Given the product [Cl:16][C:4]1[CH:5]=[CH:6][C:7]2[C:8]3[CH:9]([CH:11]([CH3:15])[CH:12]=[CH:13][CH:14]=3)[NH:10][C:2]=2[N:3]=1, predict the reactants needed to synthesize it. The reactants are: Cl[C:2]1[C:7]([C:8]2[CH:14]=[CH:13][CH:12]=[C:11]([CH3:15])[C:9]=2[NH2:10])=[CH:6][CH:5]=[C:4]([Cl:16])[N:3]=1.N1CCC[C@H]1C(O)=O.C([O-])([O-])=O.[Cs+].[Cs+].CN(C=O)C.